From a dataset of NCI-60 drug combinations with 297,098 pairs across 59 cell lines. Regression. Given two drug SMILES strings and cell line genomic features, predict the synergy score measuring deviation from expected non-interaction effect. (1) Drug 1: C1=NC2=C(N1)C(=S)N=CN2. Drug 2: C(CC(=O)O)C(=O)CN.Cl. Cell line: ACHN. Synergy scores: CSS=23.8, Synergy_ZIP=-7.24, Synergy_Bliss=-0.573, Synergy_Loewe=-10.7, Synergy_HSA=-1.13. (2) Drug 1: CC1=C2C(C(=O)C3(C(CC4C(C3C(C(C2(C)C)(CC1OC(=O)C(C(C5=CC=CC=C5)NC(=O)OC(C)(C)C)O)O)OC(=O)C6=CC=CC=C6)(CO4)OC(=O)C)OC)C)OC. Drug 2: C1CC(C1)(C(=O)O)C(=O)O.[NH2-].[NH2-].[Pt+2]. Cell line: CAKI-1. Synergy scores: CSS=48.3, Synergy_ZIP=-6.41, Synergy_Bliss=-5.34, Synergy_Loewe=-0.785, Synergy_HSA=1.79. (3) Cell line: CAKI-1. Drug 2: CC1=C(C=C(C=C1)C(=O)NC2=CC(=CC(=C2)C(F)(F)F)N3C=C(N=C3)C)NC4=NC=CC(=N4)C5=CN=CC=C5. Drug 1: CN(C)N=NC1=C(NC=N1)C(=O)N. Synergy scores: CSS=7.02, Synergy_ZIP=-6.06, Synergy_Bliss=-7.57, Synergy_Loewe=-2.24, Synergy_HSA=-2.30. (4) Drug 1: CS(=O)(=O)CCNCC1=CC=C(O1)C2=CC3=C(C=C2)N=CN=C3NC4=CC(=C(C=C4)OCC5=CC(=CC=C5)F)Cl. Drug 2: CC12CCC3C(C1CCC2O)C(CC4=C3C=CC(=C4)O)CCCCCCCCCS(=O)CCCC(C(F)(F)F)(F)F. Cell line: TK-10. Synergy scores: CSS=15.4, Synergy_ZIP=-3.10, Synergy_Bliss=2.86, Synergy_Loewe=-8.17, Synergy_HSA=0.267. (5) Drug 1: CNC(=O)C1=CC=CC=C1SC2=CC3=C(C=C2)C(=NN3)C=CC4=CC=CC=N4. Drug 2: CC1C(C(CC(O1)OC2CC(OC(C2O)C)OC3=CC4=CC5=C(C(=O)C(C(C5)C(C(=O)C(C(C)O)O)OC)OC6CC(C(C(O6)C)O)OC7CC(C(C(O7)C)O)OC8CC(C(C(O8)C)O)(C)O)C(=C4C(=C3C)O)O)O)O. Cell line: TK-10. Synergy scores: CSS=6.50, Synergy_ZIP=14.7, Synergy_Bliss=18.0, Synergy_Loewe=17.7, Synergy_HSA=17.7. (6) Drug 1: C1=CC(=CC=C1CC(C(=O)O)N)N(CCCl)CCCl.Cl. Drug 2: N.N.Cl[Pt+2]Cl. Cell line: NCI-H322M. Synergy scores: CSS=-1.96, Synergy_ZIP=2.78, Synergy_Bliss=2.48, Synergy_Loewe=-2.25, Synergy_HSA=-1.44. (7) Drug 1: CNC(=O)C1=NC=CC(=C1)OC2=CC=C(C=C2)NC(=O)NC3=CC(=C(C=C3)Cl)C(F)(F)F. Drug 2: C1=NNC2=C1C(=O)NC=N2. Cell line: UO-31. Synergy scores: CSS=3.56, Synergy_ZIP=-2.12, Synergy_Bliss=-2.34, Synergy_Loewe=-0.779, Synergy_HSA=-2.16. (8) Drug 1: C1=CC(=CC=C1CC(C(=O)O)N)N(CCCl)CCCl.Cl. Drug 2: C1C(C(OC1N2C=NC(=NC2=O)N)CO)O. Cell line: SK-MEL-28. Synergy scores: CSS=8.96, Synergy_ZIP=-0.251, Synergy_Bliss=4.86, Synergy_Loewe=-1.29, Synergy_HSA=0.611. (9) Drug 1: C1CCN(CC1)CCOC2=CC=C(C=C2)C(=O)C3=C(SC4=C3C=CC(=C4)O)C5=CC=C(C=C5)O. Drug 2: CC1C(C(CC(O1)OC2CC(CC3=C2C(=C4C(=C3O)C(=O)C5=C(C4=O)C(=CC=C5)OC)O)(C(=O)C)O)N)O.Cl. Cell line: OVCAR-5. Synergy scores: CSS=24.8, Synergy_ZIP=-7.13, Synergy_Bliss=1.01, Synergy_Loewe=-14.9, Synergy_HSA=0.542. (10) Drug 1: CC1C(C(CC(O1)OC2CC(OC(C2O)C)OC3=CC4=CC5=C(C(=O)C(C(C5)C(C(=O)C(C(C)O)O)OC)OC6CC(C(C(O6)C)O)OC7CC(C(C(O7)C)O)OC8CC(C(C(O8)C)O)(C)O)C(=C4C(=C3C)O)O)O)O. Drug 2: CN(CCCl)CCCl.Cl. Cell line: K-562. Synergy scores: CSS=23.4, Synergy_ZIP=12.1, Synergy_Bliss=20.9, Synergy_Loewe=-22.4, Synergy_HSA=-5.57.